This data is from Catalyst prediction with 721,799 reactions and 888 catalyst types from USPTO. The task is: Predict which catalyst facilitates the given reaction. (1) The catalyst class is: 10. Product: [C:14]([O:18][C:19](=[O:34])[C:20]1[CH:25]=[CH:24][C:23]([O:26][C@H:27]2[CH2:28][CH2:29][C@H:30]([NH:33][CH2:2][C:3]([N:5]3[C@@H:9]([C:10]#[CH:11])[CH2:8][CH2:7][C@H:6]3[C:12]#[N:13])=[O:4])[CH2:31][CH2:32]2)=[CH:22][CH:21]=1)([CH3:17])([CH3:15])[CH3:16]. Reactant: Cl[CH2:2][C:3]([N:5]1[C@@H:9]([C:10]#[CH:11])[CH2:8][CH2:7][C@H:6]1[C:12]#[N:13])=[O:4].[C:14]([O:18][C:19](=[O:34])[C:20]1[CH:25]=[CH:24][C:23]([O:26][CH:27]2[CH2:32][CH2:31][CH:30]([NH2:33])[CH2:29][CH2:28]2)=[CH:22][CH:21]=1)([CH3:17])([CH3:16])[CH3:15]. (2) Reactant: [CH2:1]([NH:3][C:4]([NH:6][C:7]1[CH:12]=[C:11]([CH3:13])[C:10]([O:14][C:15]2[C:24]3[C:19](=[CH:20][C:21]([OH:27])=[C:22]([O:25][CH3:26])[CH:23]=3)[N:18]=[CH:17][CH:16]=2)=[CH:9][C:8]=1[CH3:28])=[O:5])[CH3:2].C(=O)([O-])[O-].[K+].[K+].[Br:35][CH2:36][CH2:37]Br.O. Product: [Br:35][CH2:36][CH2:37][O:27][C:21]1[CH:20]=[C:19]2[C:24]([C:15]([O:14][C:10]3[C:11]([CH3:13])=[CH:12][C:7]([NH:6][C:4]([NH:3][CH2:1][CH3:2])=[O:5])=[C:8]([CH3:28])[CH:9]=3)=[CH:16][CH:17]=[N:18]2)=[CH:23][C:22]=1[O:25][CH3:26]. The catalyst class is: 9. (3) Reactant: [C:1]([O:5][C:6]([N:8]1[CH2:13][CH2:12][O:11][CH2:10][CH:9]1[C:14]([OH:16])=O)=[O:7])([CH3:4])([CH3:3])[CH3:2].[NH2:17][C:18]1[CH:22]=[C:21]([C:23]([CH3:26])([CH3:25])[CH3:24])[O:20][N:19]=1.P(Cl)(Cl)(Cl)=O. The catalyst class is: 17. Product: [C:1]([O:5][C:6]([N:8]1[CH2:13][CH2:12][O:11][CH2:10][CH:9]1[C:14](=[O:16])[NH:17][C:18]1[CH:22]=[C:21]([C:23]([CH3:26])([CH3:25])[CH3:24])[O:20][N:19]=1)=[O:7])([CH3:2])([CH3:3])[CH3:4]. (4) The catalyst class is: 287. Product: [ClH:16].[CH3:26][NH:25][C:23]([C:19]1[CH:18]=[C:17]([O:8][C:5]2[CH:6]=[CH:7][C:2]([NH2:1])=[C:3]([CH3:9])[CH:4]=2)[CH:22]=[CH:21][N:20]=1)=[O:24]. Reactant: [NH2:1][C:2]1[CH:7]=[CH:6][C:5]([OH:8])=[CH:4][C:3]=1[CH3:9].CC(C)([O-])C.[K+].[Cl:16][C:17]1[CH:22]=[CH:21][N:20]=[C:19]([C:23]([NH:25][CH3:26])=[O:24])[CH:18]=1. (5) Reactant: [CH3:1][O:2][C:3]1[CH:4]=[C:5]([N:12]2[CH2:17][CH2:16][NH:15][CH2:14][CH2:13]2)[CH:6]=[CH:7][C:8]=1[N+:9]([O-:11])=[O:10].[C:18]([N:25]1[CH2:30][CH2:29][C:28](=O)[CH2:27][CH2:26]1)([O:20][C:21]([CH3:24])([CH3:23])[CH3:22])=[O:19].CC(O)=O.C(O[BH-](OC(=O)C)OC(=O)C)(=O)C.[Na+]. Product: [CH3:1][O:2][C:3]1[CH:4]=[C:5]([N:12]2[CH2:17][CH2:16][N:15]([CH:28]3[CH2:29][CH2:30][N:25]([C:18]([O:20][C:21]([CH3:24])([CH3:23])[CH3:22])=[O:19])[CH2:26][CH2:27]3)[CH2:14][CH2:13]2)[CH:6]=[CH:7][C:8]=1[N+:9]([O-:11])=[O:10]. The catalyst class is: 26.